This data is from Full USPTO retrosynthesis dataset with 1.9M reactions from patents (1976-2016). The task is: Predict the reactants needed to synthesize the given product. Given the product [F:1][C:2]1[CH:7]=[C:6]([F:8])[CH:5]=[CH:4][C:3]=1[C:11]([F:18])([F:17])[C:12]([O:14][CH2:15][CH3:16])=[O:13], predict the reactants needed to synthesize it. The reactants are: [F:1][C:2]1[CH:7]=[C:6]([F:8])[CH:5]=[CH:4][C:3]=1I.Br[C:11]([F:18])([F:17])[C:12]([O:14][CH2:15][CH3:16])=[O:13].[Cl-].[NH4+].